Task: Predict the reactants needed to synthesize the given product.. Dataset: Full USPTO retrosynthesis dataset with 1.9M reactions from patents (1976-2016) (1) Given the product [CH2:1]([O:3][C:4](=[O:24])[CH2:5][C:6]1[CH:7]=[N:8][CH:9]=[C:10]([C:12]2[CH:17]=[CH:16][C:15]([C:18]([F:20])([F:21])[F:19])=[CH:14][C:13]=2[CH2:22][NH:25][CH2:26][CH2:27][C:28]2[CH:33]=[CH:32][CH:31]=[CH:30][N:29]=2)[CH:11]=1)[CH3:2], predict the reactants needed to synthesize it. The reactants are: [CH2:1]([O:3][C:4](=[O:24])[CH2:5][C:6]1[CH:7]=[N:8][CH:9]=[C:10]([C:12]2[CH:17]=[CH:16][C:15]([C:18]([F:21])([F:20])[F:19])=[CH:14][C:13]=2[CH:22]=O)[CH:11]=1)[CH3:2].[NH2:25][CH2:26][CH2:27][C:28]1[CH:33]=[CH:32][CH:31]=[CH:30][N:29]=1.C(O)(=O)C.C(O[BH-](OC(=O)C)OC(=O)C)(=O)C.[Na+]. (2) Given the product [CH3:15][S:16]([NH:1][C:2]1[CH:10]=[C:9]2[C:5]([CH:6]=[C:7]([C:11]([O:13][CH3:14])=[O:12])[NH:8]2)=[CH:4][CH:3]=1)(=[O:18])=[O:17], predict the reactants needed to synthesize it. The reactants are: [NH2:1][C:2]1[CH:10]=[C:9]2[C:5]([CH:6]=[C:7]([C:11]([O:13][CH3:14])=[O:12])[NH:8]2)=[CH:4][CH:3]=1.[CH3:15][S:16](Cl)(=[O:18])=[O:17]. (3) Given the product [F:1][C:2]1[CH:3]=[C:4]([CH:17]=[C:18]([F:20])[CH:19]=1)[C:5]([O:7][C:8]12[CH2:14][C:11]([OH:15])([CH2:10][CH2:9]1)[CH2:12][CH2:13]2)=[O:6], predict the reactants needed to synthesize it. The reactants are: [F:1][C:2]1[CH:3]=[C:4]([CH:17]=[C:18]([F:20])[CH:19]=1)[C:5]([O:7][C:8]12[CH2:14][C:11]([O:15]C)([CH2:12][CH2:13]1)[CH2:10][CH2:9]2)=[O:6].[Si](I)(C)(C)C.C([O-])(O)=O.[Na+].[O-]S([O-])(=S)=O.[Na+].[Na+].